Predict the reactants needed to synthesize the given product. From a dataset of Full USPTO retrosynthesis dataset with 1.9M reactions from patents (1976-2016). (1) The reactants are: [F:1][C:2]1[CH:22]=[C:21]([F:23])[CH:20]=[CH:19][C:3]=1[CH2:4][N:5]1[C:9]2=[CH:10][N:11]=[C:12]([C:14]([O:16]CC)=[O:15])[CH:13]=[C:8]2[CH:7]=[CH:6]1.[OH-].[Na+].C(O)(=O)CC(CC(O)=O)(C(O)=O)O. Given the product [F:1][C:2]1[CH:22]=[C:21]([F:23])[CH:20]=[CH:19][C:3]=1[CH2:4][N:5]1[C:9]2=[CH:10][N:11]=[C:12]([C:14]([OH:16])=[O:15])[CH:13]=[C:8]2[CH:7]=[CH:6]1, predict the reactants needed to synthesize it. (2) Given the product [CH3:1][O:2][C:8](=[O:11])[CH2:7][CH2:6][C:5]([CH3:12])([CH3:4])[CH2:10][OH:9], predict the reactants needed to synthesize it. The reactants are: [CH3:1][O-:2].[Na+].[CH3:4][C:5]1([CH3:12])[CH2:10][O:9][C:8](=[O:11])[CH2:7][CH2:6]1. (3) Given the product [OH:13][C:11](=[C:19]1[C:20](=[O:21])[O:22][C:15]([CH3:23])([CH3:14])[O:16][C:17]1=[O:18])[CH2:10][C:3]1[CH:4]=[C:5]([F:9])[C:6]([F:8])=[CH:7][C:2]=1[F:1], predict the reactants needed to synthesize it. The reactants are: [F:1][C:2]1[CH:7]=[C:6]([F:8])[C:5]([F:9])=[CH:4][C:3]=1[CH2:10][C:11]([OH:13])=O.[CH3:14][C:15]1([CH3:23])[O:22][C:20](=[O:21])[CH2:19][C:17](=[O:18])[O:16]1.C(OC(C)C)(=O)C.Cl. (4) Given the product [Br:2][C:3]1[C:8]2[N:9]=[C:10]([S:12][CH3:17])[S:11][C:7]=2[CH:6]=[C:5]([C:13]#[N:14])[CH:4]=1, predict the reactants needed to synthesize it. The reactants are: [K+].[Br:2][C:3]1[C:8]2[N:9]=[C:10]([S-:12])[S:11][C:7]=2[CH:6]=[C:5]([C:13]#[N:14])[CH:4]=1.[K].S[C:17]1SC2C(N=1)=NC=C(C(OCC)=O)C=2. (5) The reactants are: BrCC[C:4]1[CH:9]=[CH:8][CH:7]=[CH:6][C:5]=1[S:10]([OH:13])(=[O:12])=[O:11].[Br:14][CH2:15][CH2:16]C1C=C(S(O)(=O)=O)C=CC=1. Given the product [Br:14][CH2:15][CH2:16][C:8]1[CH:9]=[CH:4][C:5]([S:10]([OH:13])(=[O:12])=[O:11])=[CH:6][CH:7]=1, predict the reactants needed to synthesize it.